Dataset: Forward reaction prediction with 1.9M reactions from USPTO patents (1976-2016). Task: Predict the product of the given reaction. (1) Given the reactants [C:1]([C:4]1[S:8][C:7]([C:9]([OH:11])=O)=[CH:6][CH:5]=1)(=[O:3])[CH3:2].C1C=CC2N(O)N=NC=2C=1.[CH3:22][O:23][C:24]1[CH:25]=[C:26]([CH:29]=[CH:30][CH:31]=1)[CH2:27][NH2:28], predict the reaction product. The product is: [C:1]([C:4]1[S:8][C:7]([C:9]([NH:28][CH2:27][C:26]2[CH:29]=[CH:30][CH:31]=[C:24]([O:23][CH3:22])[CH:25]=2)=[O:11])=[CH:6][CH:5]=1)(=[O:3])[CH3:2]. (2) Given the reactants C(N(CC)CC)C.Cl[C:9]1[C:18]2[C:13](=[CH:14][CH:15]=[CH:16][CH:17]=2)[N:12]=[CH:11][C:10]=1[N+:19]([O-:21])=[O:20].[NH2:22][CH2:23][CH2:24][NH:25][C:26](=[O:32])[O:27][C:28]([CH3:31])([CH3:30])[CH3:29].O, predict the reaction product. The product is: [N+:19]([C:10]1[CH:11]=[N:12][C:13]2[C:18]([C:9]=1[NH:22][CH2:23][CH2:24][NH:25][C:26](=[O:32])[O:27][C:28]([CH3:30])([CH3:29])[CH3:31])=[CH:17][CH:16]=[CH:15][CH:14]=2)([O-:21])=[O:20]. (3) Given the reactants [Br:1][C:2]1[C:11]2[C:10]([CH3:13])([CH3:12])[CH2:9][CH:8]=[C:7]([C:14]([CH3:17])([CH3:16])[CH3:15])[C:6]=2[CH:5]=[C:4](/[C:18](/[CH3:23])=[C:19](/[F:22])\[CH2:20][OH:21])[C:3]=1[O:24][CH:25]([CH3:27])[CH3:26].C[N+]1([O-])CCOCC1.ClCCl, predict the reaction product. The product is: [Br:1][C:2]1[C:11]2[C:10]([CH3:13])([CH3:12])[CH2:9][CH:8]=[C:7]([C:14]([CH3:15])([CH3:16])[CH3:17])[C:6]=2[CH:5]=[C:4](/[C:18](/[CH3:23])=[C:19](/[F:22])\[CH:20]=[O:21])[C:3]=1[O:24][CH:25]([CH3:27])[CH3:26]. (4) Given the reactants [NH2:1][CH2:2][CH2:3][NH:4][C:5]1[CH:13]=[CH:12][CH:11]=[C:10]([N+:14]([O-:16])=[O:15])[C:6]=1[C:7](O)=[O:8].C1C=CC2N(O)N=NC=2C=1.F[P-](F)(F)(F)(F)F.N1(O[P+](N(C)C)(N(C)C)N(C)C)C2C=CC=CC=2N=N1.CN1CCOCC1, predict the reaction product. The product is: [N+:14]([C:10]1[C:6]2[C:7](=[O:8])[NH:1][CH2:2][CH2:3][NH:4][C:5]=2[CH:13]=[CH:12][CH:11]=1)([O-:16])=[O:15]. (5) Given the reactants [OH:1][CH2:2][C@H:3]1[CH2:20][N:7]2[CH2:8][CH2:9][N:10]([C:12]3[CH:17]=[CH:16][C:15]([F:18])=[CH:14][C:13]=3[NH2:19])[CH2:11][C@@H:6]2[CH2:5][CH2:4]1.[F:21][C:22]1[CH:27]=[CH:26][C:25](O)=[CH:24][CH:23]=1.C1(P(C2C=CC=CC=2)C2C=CC=CC=2)C=CC=CC=1.N(C(OCC)=O)=NC(OCC)=O, predict the reaction product. The product is: [F:21][C:22]1[CH:27]=[CH:26][C:25]([O:1][CH2:2][C@H:3]2[CH2:20][N:7]3[CH2:8][CH2:9][N:10]([C:12]4[CH:17]=[CH:16][C:15]([F:18])=[CH:14][C:13]=4[NH2:19])[CH2:11][C@@H:6]3[CH2:5][CH2:4]2)=[CH:24][CH:23]=1.